From a dataset of Retrosynthesis with 50K atom-mapped reactions and 10 reaction types from USPTO. Predict the reactants needed to synthesize the given product. Given the product CC(C)(CO)CNS(=O)(=O)c1ccc(CNC(=O)c2ccc(Cl)cc2)s1, predict the reactants needed to synthesize it. The reactants are: CC(C)(CN)CO.O=C(NCc1ccc(S(=O)(=O)Cl)s1)c1ccc(Cl)cc1.